Dataset: NCI-60 drug combinations with 297,098 pairs across 59 cell lines. Task: Regression. Given two drug SMILES strings and cell line genomic features, predict the synergy score measuring deviation from expected non-interaction effect. Drug 1: C1C(C(OC1N2C=NC3=C(N=C(N=C32)Cl)N)CO)O. Drug 2: CC12CCC3C(C1CCC2OP(=O)(O)O)CCC4=C3C=CC(=C4)OC(=O)N(CCCl)CCCl.[Na+]. Cell line: HCT116. Synergy scores: CSS=54.0, Synergy_ZIP=-1.19, Synergy_Bliss=-0.424, Synergy_Loewe=-10.8, Synergy_HSA=3.32.